From a dataset of Full USPTO retrosynthesis dataset with 1.9M reactions from patents (1976-2016). Predict the reactants needed to synthesize the given product. (1) Given the product [Br:22][C:11]1[C:12](=[O:16])[O:13][C:14]2[C:9]([CH:10]=1)=[CH:8][CH:7]=[C:6]([CH2:5][CH2:4][CH2:3][CH2:2][OH:1])[CH:15]=2, predict the reactants needed to synthesize it. The reactants are: [OH:1][CH2:2][CH2:3][CH2:4][CH2:5][C:6]1[CH:15]=[C:14]2[C:9]([CH:10]=[CH:11][C:12](=[O:16])[O:13]2)=[CH:8][CH:7]=1.C([O-])(=O)C.[Na+].[Br:22]Br. (2) Given the product [CH3:46][O:45][C:43]([C:42]1[CH:47]=[CH:48][C:39]([CH:11]2[CH2:14][N:13]([C:15]([O:17][CH2:18][CH2:19][CH2:20][CH3:21])=[O:16])[CH2:12]2)=[CH:40][CH:41]=1)=[O:44], predict the reactants needed to synthesize it. The reactants are: BrCCBr.C[Si](Cl)(C)C.I[CH:11]1[CH2:14][N:13]([C:15]([O:17][CH2:18][CH2:19][CH2:20][CH3:21])=[O:16])[CH2:12]1.O1C=CC=C1P(C1OC=CC=1)C1OC=CC=1.I[C:39]1[CH:48]=[CH:47][C:42]([C:43]([O:45][CH3:46])=[O:44])=[CH:41][CH:40]=1. (3) Given the product [Cl:23][C:3](=[N:2][OH:1])[C@H:4]1[CH2:8][N:7]([C:9]([O:11][C:12]([CH3:14])([CH3:15])[CH3:13])=[O:10])[CH2:6][C@@H:5]1[C:16]([O:18][C:19]([CH3:22])([CH3:21])[CH3:20])=[O:17], predict the reactants needed to synthesize it. The reactants are: [OH:1][N:2]=[CH:3][C@H:4]1[CH2:8][N:7]([C:9]([O:11][C:12]([CH3:15])([CH3:14])[CH3:13])=[O:10])[CH2:6][C@@H:5]1[C:16]([O:18][C:19]([CH3:22])([CH3:21])[CH3:20])=[O:17].[Cl:23]N1C(=O)CCC1=O.C1(C)C=CC=CC=1.O. (4) Given the product [CH2:15]([C:17]1[N:18]([CH2:31][CH2:32][CH2:33][C:34]#[C:35][C:3]2[CH:2]=[CH:7][CH:6]=[CH:5][N:4]=2)[C:19]2[C:28]3[CH:27]=[CH:26][CH:25]=[CH:24][C:23]=3[N:22]=[C:21]([NH2:29])[C:20]=2[N:30]=1)[CH3:16], predict the reactants needed to synthesize it. The reactants are: I[C:2]1[CH:3]=[N:4][CH:5]=[CH:6][CH:7]=1.C(N(CC)CC)C.[CH2:15]([C:17]1[N:18]([CH2:31][CH2:32][CH2:33][C:34]#[CH:35])[C:19]2[C:28]3[CH:27]=[CH:26][CH:25]=[CH:24][C:23]=3[N:22]=[C:21]([NH2:29])[C:20]=2[N:30]=1)[CH3:16]. (5) Given the product [CH3:20][O:19][CH2:18][CH2:17][O:16][CH2:15][CH2:14][O:13][C:8]1[CH:9]=[CH:10][CH:11]=[CH:12][C:7]=1[C:6]1[CH:5]=[CH:4][S:3][C:2]=1[C:26]1[S:27][CH:28]=[C:29]2[C:34]=1[O:33][CH2:32][CH2:31][O:30]2, predict the reactants needed to synthesize it. The reactants are: Br[C:2]1[S:3][CH:4]=[CH:5][C:6]=1[C:7]1[CH:12]=[CH:11][CH:10]=[CH:9][C:8]=1[O:13][CH2:14][CH2:15][O:16][CH2:17][CH2:18][O:19][CH3:20].C([Sn](CCCC)(CCCC)[C:26]1[S:27][CH:28]=[C:29]2[C:34]=1[O:33][CH2:32][CH2:31][O:30]2)CCC. (6) The reactants are: [H-].[Na+].[Cl:3][C:4]1[CH:9]=[CH:8][N:7]=[C:6]2[NH:10][CH:11]=[C:12]([C:13]#[N:14])[C:5]=12.[CH3:15][Si:16]([CH3:23])([CH3:22])[CH2:17][CH2:18][O:19][CH2:20]Cl. Given the product [Cl:3][C:4]1[CH:9]=[CH:8][N:7]=[C:6]2[N:10]([CH2:20][O:19][CH2:18][CH2:17][Si:16]([CH3:23])([CH3:22])[CH3:15])[CH:11]=[C:12]([C:13]#[N:14])[C:5]=12, predict the reactants needed to synthesize it. (7) Given the product [Cl:1][C:2]1[CH:3]=[C:4]2[C:8](=[CH:9][CH:10]=1)[NH:7][C:6](=[O:11])[C:5]2=[CH:12][C:14]1[NH:15][C:16]([CH3:24])=[CH:17][C:18]=1[CH2:19][CH2:20][C:21]([OH:23])=[O:22], predict the reactants needed to synthesize it. The reactants are: [Cl:1][C:2]1[CH:3]=[C:4]2[C:8](=[CH:9][CH:10]=1)[NH:7][C:6](=[O:11])[CH2:5]2.[CH:12]([C:14]1[NH:15][C:16]([CH3:24])=[CH:17][C:18]=1[CH2:19][CH2:20][C:21]([OH:23])=[O:22])=O. (8) Given the product [Cl:1][C:2]1[CH:3]=[C:4]([NH2:26])[C:5]([NH:9][CH:10]2[CH2:15][CH2:14][N:13]([C@H:16]3[CH2:21][CH2:20][C@@H:19]([O:22][CH2:23][CH2:24][CH3:25])[CH2:18][CH2:17]3)[CH2:12][CH2:11]2)=[CH:6][C:7]=1[CH3:8], predict the reactants needed to synthesize it. The reactants are: [Cl:1][C:2]1[C:7]([CH3:8])=[CH:6][C:5]([NH:9][CH:10]2[CH2:15][CH2:14][N:13]([C@H:16]3[CH2:21][CH2:20][C@@H:19]([O:22][CH2:23][CH2:24][CH3:25])[CH2:18][CH2:17]3)[CH2:12][CH2:11]2)=[C:4]([N+:26]([O-])=O)[CH:3]=1.O.NN.